From a dataset of Reaction yield outcomes from USPTO patents with 853,638 reactions. Predict the reaction yield, written as a fraction of the theoretical maximum amount of product (1.0 means a 100% yield; for example, 0.34 means a 34% yield). The reactants are [C:1]([O:5][C:6]([N:8]1[CH2:13][CH2:12][NH:11][CH:10]([CH3:14])[CH2:9]1)=[O:7])([CH3:4])([CH3:3])[CH3:2].Br[C:16]1[CH:21]=[CH:20][C:19]([Cl:22])=[CH:18][CH:17]=1.CC(C)([O-])C.[Na+].C1C=CC(P(C2C(C3C(P(C4C=CC=CC=4)C4C=CC=CC=4)=CC=C4C=3C=CC=C4)=C3C(C=CC=C3)=CC=2)C2C=CC=CC=2)=CC=1. The catalyst is C(=CC(C=CC1C=CC=CC=1)=O)C1C=CC=CC=1.[Pd+2]. The product is [C:1]([O:5][C:6]([N:8]1[CH2:13][CH2:12][N:11]([C:16]2[CH:21]=[CH:20][C:19]([Cl:22])=[CH:18][CH:17]=2)[CH:10]([CH3:14])[CH2:9]1)=[O:7])([CH3:4])([CH3:2])[CH3:3]. The yield is 0.680.